Dataset: hERG Central: cardiac toxicity at 1µM, 10µM, and general inhibition. Task: Predict hERG channel inhibition at various concentrations. (1) The drug is Cl.OC(COc1ccc(Br)cc1)CN1CCC(Cc2ccccc2)CC1. Results: hERG_inhib (hERG inhibition (general)): blocker. (2) Results: hERG_inhib (hERG inhibition (general)): blocker. The drug is Cc1ccc(C(=O)N/C(=C\C=C\c2ccccc2)C(=O)NCc2ccco2)cc1. (3) The drug is O=C(NCc1ccco1)/C(=C/C=C\c1ccccc1)NC(=O)c1ccc(Br)o1. Results: hERG_inhib (hERG inhibition (general)): blocker. (4) The compound is CCCN(CCC)CC(O)CN(c1cc([N+](=O)[O-])ccc1OC)S(=O)(=O)c1ccccc1.Cl. Results: hERG_inhib (hERG inhibition (general)): blocker. (5) The drug is CCn1c2nc(SCCN3CCOCC3)nnc2c2cc(C)cc(C)c21. Results: hERG_inhib (hERG inhibition (general)): blocker. (6) The molecule is CCN(CC)CCN(C(=O)c1ccc(S(=O)(=O)N2CCOCC2)cc1)c1nc2cc3c(cc2s1)OCCO3.Cl. Results: hERG_inhib (hERG inhibition (general)): blocker.